This data is from Forward reaction prediction with 1.9M reactions from USPTO patents (1976-2016). The task is: Predict the product of the given reaction. (1) Given the reactants [CH:1]1([CH2:4][OH:5])[CH2:3][CH2:2]1.[H-].[Na+].F[C:9]1[CH:17]=[C:16]([CH3:18])[C:12]([C:13]([OH:15])=[O:14])=[CH:11][N:10]=1.Cl, predict the reaction product. The product is: [CH:1]1([CH2:4][O:5][C:9]2[CH:17]=[C:16]([CH3:18])[C:12]([C:13]([OH:15])=[O:14])=[CH:11][N:10]=2)[CH2:3][CH2:2]1. (2) Given the reactants [F:1][C:2]([F:17])([F:16])[CH:3]([C:8]1[CH:13]=[CH:12][C:11]([CH:14]=C)=[CH:10][CH:9]=1)[C:4]([F:7])([F:6])[F:5].CC([OH:22])(C)C, predict the reaction product. The product is: [F:1][C:2]([F:17])([F:16])[CH:3]([C:8]1[CH:13]=[CH:12][C:11]([CH:14]=[O:22])=[CH:10][CH:9]=1)[C:4]([F:7])([F:6])[F:5].